Dataset: Reaction yield outcomes from USPTO patents with 853,638 reactions. Task: Predict the reaction yield, written as a fraction of the theoretical maximum amount of product (1.0 means a 100% yield; for example, 0.34 means a 34% yield). (1) The reactants are [CH2:1]1[O:3][CH2:2]1.B(F)(F)F.C[CH2:9][O:10]CC.[CH3:13][CH2:14][CH2:15][CH2:16][CH3:17].[C:18]([O:21][CH2:22]C)(=[O:20])[CH3:19]. The catalyst is [Cl-].[Na+].O. The product is [CH3:22][O:21][C:18](=[O:20])[C:19]1[CH:17]=[CH:16][C:15]([CH2:1][O:3][CH2:2][CH2:9][OH:10])=[CH:14][CH:13]=1. The yield is 0.170. (2) The yield is 0.950. The reactants are [NH2:1][C:2]1[C:3]([Br:11])=[C:4]([CH:8]=[CH:9][CH:10]=1)[C:5]([OH:7])=[O:6].OS(O)(=O)=O.[CH3:17]O. The product is [NH2:1][C:2]1[C:3]([Br:11])=[C:4]([CH:8]=[CH:9][CH:10]=1)[C:5]([O:7][CH3:17])=[O:6]. No catalyst specified. (3) The reactants are Cl[C:2]1[C:11]([F:12])=[CH:10][C:9]2[C:4](=[CH:5][C:6]([O:13][CH3:14])=[CH:7][CH:8]=2)[N:3]=1.C(N(CC)CC)C. The catalyst is [Pd].C(O)C. The product is [F:12][C:11]1[CH:2]=[N:3][C:4]2[C:9]([CH:10]=1)=[CH:8][CH:7]=[C:6]([O:13][CH3:14])[CH:5]=2. The yield is 0.540. (4) The reactants are C[O:2][C:3](=[O:19])[C:4]1[CH:9]=[C:8]([N:10]2[CH2:15][CH2:14][O:13][CH2:12][CH2:11]2)[C:7]([F:16])=[CH:6][C:5]=1[O:17][CH3:18].[OH-].[Na+]. The catalyst is C(O)C. The product is [F:16][C:7]1[C:8]([N:10]2[CH2:11][CH2:12][O:13][CH2:14][CH2:15]2)=[CH:9][C:4]([C:3]([OH:19])=[O:2])=[C:5]([O:17][CH3:18])[CH:6]=1. The yield is 0.790. (5) The reactants are [CH3:1][C:2]1[N:7]=[C:6]([S:8][CH2:9][C:10]2[N:14]([CH:15]([CH3:17])[CH3:16])[CH:13]=[N:12][C:11]=2[CH3:18])[N:5]=[C:4]([OH:19])[CH:3]=1.[ClH:20].O1CCOCC1. The yield is 0.920. The product is [ClH:20].[CH3:1][C:2]1[N:7]=[C:6]([S:8][CH2:9][C:10]2[N:14]([CH:15]([CH3:16])[CH3:17])[CH:13]=[N:12][C:11]=2[CH3:18])[N:5]=[C:4]([OH:19])[CH:3]=1. The catalyst is CO. (6) The reactants are [NH2:1][C:2]1[N:7]([C:8]2[C:41]([F:42])=[CH:40][C:11]([O:12][CH2:13][CH2:14][CH2:15][C@@:16]([CH3:39])([C:32]([O:34]C(C)(C)C)=[O:33])[N:17](C(OC(C)(C)C)=O)C(OC(C)(C)C)=O)=[CH:10][C:9]=2[F:43])[C:6](=[O:44])[CH:5]=[CH:4][C:3]=1[C:45](=[O:54])[C:46]1[CH:51]=[CH:50][C:49]([F:52])=[CH:48][C:47]=1[F:53]. The catalyst is C(O)(C(F)(F)F)=O.C(Cl)Cl. The product is [NH2:1][C:2]1[N:7]([C:8]2[C:9]([F:43])=[CH:10][C:11]([O:12][CH2:13][CH2:14][CH2:15][C@@:16]([CH3:39])([C:32]([OH:34])=[O:33])[NH2:17])=[CH:40][C:41]=2[F:42])[C:6](=[O:44])[CH:5]=[CH:4][C:3]=1[C:45](=[O:54])[C:46]1[CH:51]=[CH:50][C:49]([F:52])=[CH:48][C:47]=1[F:53]. The yield is 0.400. (7) The reactants are FC(F)(F)C(O)=O.[CH3:8][O:9][C:10](=[O:30])[CH2:11][C:12]1[C:21]([CH3:22])=[C:20]([CH:23]2[CH2:28][CH2:27][NH:26][CH2:25][CH2:24]2)[C:19]2[C:14](=[CH:15][CH:16]=[C:17]([F:29])[CH:18]=2)[CH:13]=1. The catalyst is C(=O)(O)[O-].[Na+]. The product is [CH3:8][O:9][C:10](=[O:30])[CH2:11][C:12]1[C:21]([CH3:22])=[C:20]([CH:23]2[CH2:24][CH2:25][NH:26][CH2:27][CH2:28]2)[C:19]2[C:14](=[CH:15][CH:16]=[C:17]([F:29])[CH:18]=2)[CH:13]=1. The yield is 0.970. (8) The reactants are O=[C:2]([C:9]1[S:10][CH:11]=[CH:12][CH:13]=1)[CH2:3][C:4]([O:6]CC)=[O:5].[N:14]([C:17]1[CH:27]=[CH:26][C:20]([C:21]([NH:23][CH2:24][CH3:25])=[O:22])=[CH:19][CH:18]=1)=[N+:15]=[N-:16].[O-]CC.[Na+].O. The catalyst is C(O)C. The product is [CH2:24]([NH:23][C:21]([C:20]1[CH:26]=[CH:27][C:17]([N:14]2[C:2]([C:9]3[S:10][CH:11]=[CH:12][CH:13]=3)=[C:3]([C:4]([OH:6])=[O:5])[N:16]=[N:15]2)=[CH:18][CH:19]=1)=[O:22])[CH3:25]. The yield is 0.890. (9) The reactants are [CH2:1]([O:8][C:9]1[CH:10]=[CH:11][C:12]([OH:32])=[C:13]([CH:15]2[C:23]3[C:18](=[CH:19][CH:20]=[CH:21][CH:22]=3)[N:17]([CH2:24][C:25]3[S:26][C:27]([Cl:30])=[CH:28][CH:29]=3)[C:16]2=[O:31])[CH:14]=1)[C:2]1[CH:7]=[CH:6][CH:5]=[CH:4][CH:3]=1.[CH2:33]=[O:34].[OH-].[Na+]. The catalyst is O1CCCC1.O. The product is [CH2:1]([O:8][C:9]1[CH:10]=[CH:11][C:12]([OH:32])=[C:13]([C:15]2([CH2:33][OH:34])[C:23]3[C:18](=[CH:19][CH:20]=[CH:21][CH:22]=3)[N:17]([CH2:24][C:25]3[S:26][C:27]([Cl:30])=[CH:28][CH:29]=3)[C:16]2=[O:31])[CH:14]=1)[C:2]1[CH:7]=[CH:6][CH:5]=[CH:4][CH:3]=1. The yield is 0.910. (10) The reactants are Cl[C:2]1[C:20]([N+:21]([O-:23])=[O:22])=[CH:19][C:18]([N+:24]([O-:26])=[O:25])=[CH:17][C:3]=1[C:4]([NH:6][CH2:7][CH:8]([O:10][CH:11]1[CH2:16][CH2:15][CH2:14][CH2:13][O:12]1)[CH3:9])=[O:5].[NH:27]([CH2:31][CH2:32][OH:33])[CH2:28][CH2:29][OH:30]. No catalyst specified. The product is [OH:30][CH2:29][CH2:28][N:27]([CH2:31][CH2:32][OH:33])[C:2]1[C:20]([N+:21]([O-:23])=[O:22])=[CH:19][C:18]([N+:24]([O-:26])=[O:25])=[CH:17][C:3]=1[C:4]([NH:6][CH2:7][CH:8]([O:10][CH:11]1[CH2:16][CH2:15][CH2:14][CH2:13][O:12]1)[CH3:9])=[O:5]. The yield is 0.950.